This data is from Forward reaction prediction with 1.9M reactions from USPTO patents (1976-2016). The task is: Predict the product of the given reaction. (1) Given the reactants [CH3:1][C:2]1[C:7]([O:8][CH3:9])=[CH:6][CH:5]=[CH:4][C:3]=1[OH:10].[H-].[Na+].Cl[C:14]1[CH:19]=[CH:18][C:17]([N+:20]([O-:22])=[O:21])=[CH:16][N:15]=1.O, predict the reaction product. The product is: [CH3:1][C:2]1[C:7]([O:8][CH3:9])=[CH:6][CH:5]=[CH:4][C:3]=1[O:10][C:14]1[CH:19]=[CH:18][C:17]([N+:20]([O-:22])=[O:21])=[CH:16][N:15]=1. (2) Given the reactants [F:1][C:2]1[CH:14]=[CH:13][CH:12]=[C:11]([I:15])[C:3]=1[C:4]([O:6]/[N:7]=[C:8](\[NH2:10])/[CH3:9])=O.[C:16]([O-:19])(=[O:18])[CH3:17].[Na+].[F:21][C:22]1[CH:27]=[CH:26][CH:25]=C(I)[C:23]=1[C:29]1[O:33][N:32]=[C:31]([CH3:34])[N:30]=1.C([Mg]Cl)(C)C.C(=O)=O, predict the reaction product. The product is: [F:1][C:2]1[CH:14]=[CH:13][CH:12]=[C:11]([I:15])[C:3]=1[C:4]1[O:6][N:7]=[C:8]([CH3:9])[N:10]=1.[F:21][C:22]1[C:23]([C:29]2[O:33][N:32]=[C:31]([CH3:34])[N:30]=2)=[C:17]([CH:25]=[CH:26][CH:27]=1)[C:16]([OH:19])=[O:18]. (3) Given the reactants [NH2:1][CH2:2][C:3]1[CH:8]=[CH:7][N:6]=[CH:5][CH:4]=1.[CH3:9][C:10]([O:13][C:14](O[C:14]([O:13][C:10]([CH3:12])([CH3:11])[CH3:9])=[O:15])=[O:15])([CH3:12])[CH3:11], predict the reaction product. The product is: [C:10]([O:13][C:14]([NH:1][CH2:2][C:3]1[CH:8]=[CH:7][N:6]=[CH:5][CH:4]=1)=[O:15])([CH3:12])([CH3:11])[CH3:9]. (4) Given the reactants [F:1][C:2]([F:27])([F:26])[C:3]1[CH:4]=[C:5]([C:9]#[C:10][C:11]2[N:15]3[CH:16]=[CH:17][CH:18]=[CH:19][C:14]3=[N:13][C:12]=2[CH2:20][S:21][CH2:22][C:23](O)=[O:24])[CH:6]=[CH:7][CH:8]=1.C(Cl)(=O)C(Cl)=O.C(=O)([O-])[O-].[Na+].[Na+].[NH2:40][C:41]1[CH:42]=[N:43][CH:44]=[CH:45][CH:46]=1, predict the reaction product. The product is: [N:43]1[CH:44]=[CH:45][CH:46]=[C:41]([NH:40][C:23](=[O:24])[CH2:22][S:21][CH2:20][C:12]2[N:13]=[C:14]3[CH:19]=[CH:18][CH:17]=[CH:16][N:15]3[C:11]=2[C:10]#[C:9][C:5]2[CH:6]=[CH:7][CH:8]=[C:3]([C:2]([F:26])([F:1])[F:27])[CH:4]=2)[CH:42]=1. (5) Given the reactants Cl.Cl.[NH:3]1[CH2:6][CH:5]([N:7]2[CH2:11][CH2:10][CH2:9][CH2:8]2)[CH2:4]1.[C:12]([NH:19][CH2:20][CH2:21]Br)([O:14][C:15]([CH3:18])([CH3:17])[CH3:16])=[O:13].C(N(CC)C(C)C)(C)C, predict the reaction product. The product is: [N:7]1([CH:5]2[CH2:6][N:3]([CH2:21][CH2:20][NH:19][C:12](=[O:13])[O:14][C:15]([CH3:18])([CH3:17])[CH3:16])[CH2:4]2)[CH2:11][CH2:10][CH2:9][CH2:8]1.